This data is from Forward reaction prediction with 1.9M reactions from USPTO patents (1976-2016). The task is: Predict the product of the given reaction. (1) The product is: [F:9][C:8]([F:11])([F:10])[C:6]1[CH:7]=[C:2]([C:18]#[C:17][Si:13]([CH3:16])([CH3:15])[CH3:14])[C:3]([NH2:12])=[N:4][CH:5]=1. Given the reactants I[C:2]1[C:3]([NH2:12])=[N:4][CH:5]=[C:6]([C:8]([F:11])([F:10])[F:9])[CH:7]=1.[Si:13]([C:17]#[CH:18])([CH3:16])([CH3:15])[CH3:14], predict the reaction product. (2) Given the reactants [OH:1][C:2]([C:11]1[O:25][C:14]2=[N:15][CH:16]=[C:17]([CH2:19][C:20]([O:22]CC)=[O:21])[CH:18]=[C:13]2[CH:12]=1)([C:4]1[CH:9]=[CH:8][N:7]=[C:6]([CH3:10])[CH:5]=1)[CH3:3].C(OCC#N)(C)C, predict the reaction product. The product is: [OH:1][C:2]([C:11]1[O:25][C:14]2=[N:15][CH:16]=[C:17]([CH2:19][C:20]([OH:22])=[O:21])[CH:18]=[C:13]2[CH:12]=1)([C:4]1[CH:9]=[CH:8][N:7]=[C:6]([CH3:10])[CH:5]=1)[CH3:3]. (3) Given the reactants [Cl-].O[NH3+:3].[C:4](=[O:7])([O-])[OH:5].[Na+].CS(C)=O.[F:13][C:14]1[CH:15]=[C:16]([C:47]2[C:48]([C:53]#[N:54])=[CH:49][CH:50]=[CH:51][CH:52]=2)[CH:17]=[CH:18][C:19]=1[CH2:20][C:21]1[C:22](=[O:46])[N:23]([C@H:34]2[CH2:39][CH2:38][C@H:37]([O:40][CH2:41][C:42]([OH:45])([CH3:44])[CH3:43])[CH2:36][CH2:35]2)[C:24]2[N:25]([N:30]=[C:31]([CH3:33])[N:32]=2)[C:26]=1[CH2:27][CH2:28][CH3:29], predict the reaction product. The product is: [F:13][C:14]1[CH:15]=[C:16]([C:47]2[CH:52]=[CH:51][CH:50]=[CH:49][C:48]=2[C:53]2[NH:3][C:4](=[O:7])[O:5][N:54]=2)[CH:17]=[CH:18][C:19]=1[CH2:20][C:21]1[C:22](=[O:46])[N:23]([C@H:34]2[CH2:39][CH2:38][C@H:37]([O:40][CH2:41][C:42]([OH:45])([CH3:44])[CH3:43])[CH2:36][CH2:35]2)[C:24]2[N:25]([N:30]=[C:31]([CH3:33])[N:32]=2)[C:26]=1[CH2:27][CH2:28][CH3:29]. (4) Given the reactants [CH3:1][C:2]([CH3:17])([CH2:10][C:11]1[CH:16]=[CH:15][CH:14]=[CH:13][CH:12]=1)[CH2:3][CH2:4][C:5]([O:7]CC)=[O:6].[OH-].[Na+].O.CO, predict the reaction product. The product is: [CH3:1][C:2]([CH3:17])([CH2:10][C:11]1[CH:16]=[CH:15][CH:14]=[CH:13][CH:12]=1)[CH2:3][CH2:4][C:5]([OH:7])=[O:6].